Dataset: Reaction yield outcomes from USPTO patents with 853,638 reactions. Task: Predict the reaction yield, written as a fraction of the theoretical maximum amount of product (1.0 means a 100% yield; for example, 0.34 means a 34% yield). (1) The reactants are Br[C:2]1[CH:3]=[CH:4][C:5]2[N:6]([C:15]3[CH:20]=[CH:19][CH:18]=[CH:17][CH:16]=3)[C:7]3[C:12]([C:13]=2[CH:14]=1)=[CH:11][CH:10]=[CH:9][CH:8]=3.CC(C)([O-])C.[Na+].C1(C)C(C)=CC=CC=1.[NH2:35][C:36]1[CH:41]=[CH:40][CH:39]=[CH:38][CH:37]=1. The catalyst is C1C=CC(/C=C/C(/C=C/C2C=CC=CC=2)=O)=CC=1.C1C=CC(/C=C/C(/C=C/C2C=CC=CC=2)=O)=CC=1.[Pd].[CH-]1C(P(C2C=CC=CC=2)C2C=CC=CC=2)=CC=C1.[CH-]1C(P(C2C=CC=CC=2)C2C=CC=CC=2)=CC=C1.[Fe+2].C1(C)C=CC=CC=1. The product is [C:36]1([NH:35][C:2]2[CH:3]=[CH:4][C:5]3[N:6]([C:15]4[CH:20]=[CH:19][CH:18]=[CH:17][CH:16]=4)[C:7]4[C:12]([C:13]=3[CH:14]=2)=[CH:11][CH:10]=[CH:9][CH:8]=4)[CH:41]=[CH:40][CH:39]=[CH:38][CH:37]=1. The yield is 0.750. (2) The yield is 0.890. The product is [N+:20](=[C:5]([C:4](=[O:10])[CH2:3][O:2][CH3:1])[C:6]([O:8][CH3:9])=[O:7])=[N-:21]. The catalyst is CCOCC. The reactants are [CH3:1][O:2][CH2:3][C:4](=[O:10])[CH2:5][C:6]([O:8][CH3:9])=[O:7].C1(C)C=CC(S([N:20]=[N+:21]=[N-])(=O)=O)=CC=1.C(NCC)C. (3) The reactants are [CH2:1]([O:3][C:4]1[CH:38]=[CH:37][CH:36]=[CH:35][C:5]=1[O:6][C@@H:7]1[CH2:12][CH2:11][CH2:10][N:9]([C:13]2[N:18]=[CH:17][C:16]([C:19]([NH:21][CH2:22][C:23]3[CH:24]=[C:25]([CH:30]=[C:31]([O:33][CH3:34])[CH:32]=3)[C:26]([O:28]C)=[O:27])=[O:20])=[CH:15][N:14]=2)[CH2:8]1)[CH3:2].O[Li].O. The catalyst is C1COCC1.O. The product is [CH2:1]([O:3][C:4]1[CH:38]=[CH:37][CH:36]=[CH:35][C:5]=1[O:6][C@@H:7]1[CH2:12][CH2:11][CH2:10][N:9]([C:13]2[N:14]=[CH:15][C:16]([C:19]([NH:21][CH2:22][C:23]3[CH:24]=[C:25]([CH:30]=[C:31]([O:33][CH3:34])[CH:32]=3)[C:26]([OH:28])=[O:27])=[O:20])=[CH:17][N:18]=2)[CH2:8]1)[CH3:2]. The yield is 0.720. (4) The reactants are [F:1][C:2]1[CH:7]=[CH:6][C:5]([C:8]2[N:9]=[C:10]([C:13]([CH3:20])([CH3:19])[C:14]([O:16]CC)=[O:15])[S:11][CH:12]=2)=[CH:4][CH:3]=1.O.[OH-].[Li+]. The catalyst is C1COCC1.C(O)C.O. The product is [F:1][C:2]1[CH:3]=[CH:4][C:5]([C:8]2[N:9]=[C:10]([C:13]([CH3:20])([CH3:19])[C:14]([OH:16])=[O:15])[S:11][CH:12]=2)=[CH:6][CH:7]=1. The yield is 0.990. (5) The reactants are [CH2:1]([O:8][C:9]1[CH:18]=[C:17]2[C:12]([C:13]([O:19][C:20]3[C:25]([CH3:26])=[CH:24][C:23]([NH:27][C:28]([NH:30][C:31]4[CH:36]=[CH:35][CH:34]=[CH:33][C:32]=4[O:37][CH3:38])=[O:29])=[C:22]([CH3:39])[CH:21]=3)=[CH:14][CH:15]=[N:16]2)=[CH:11][C:10]=1[O:40][CH3:41])[C:2]1C=CC=CC=1.[H][H].CN(C)[CH:46]=[O:47]. The catalyst is [OH-].[Pd+2].[OH-]. The product is [CH3:41][O:40][C:10]1[CH:11]=[C:12]2[C:17](=[CH:18][C:9]=1[O:8][CH2:1][CH2:2][O:47][CH3:46])[N:16]=[CH:15][CH:14]=[C:13]2[O:19][C:20]1[C:25]([CH3:26])=[CH:24][C:23]([NH:27][C:28]([NH:30][C:31]2[CH:36]=[CH:35][CH:34]=[CH:33][C:32]=2[O:37][CH3:38])=[O:29])=[C:22]([CH3:39])[CH:21]=1. The yield is 0.760. (6) The reactants are Br[CH2:2][CH2:3][O:4][C:5]1[CH:10]=[C:9]([S:11]([CH3:14])(=[O:13])=[O:12])[CH:8]=[C:7]([F:15])[CH:6]=1.[CH2:16]([NH:18][CH2:19][CH3:20])[CH3:17]. The catalyst is C(O)C. The product is [CH2:16]([N:18]([CH2:19][CH3:20])[CH2:2][CH2:3][O:4][C:5]1[CH:10]=[C:9]([S:11]([CH3:14])(=[O:13])=[O:12])[CH:8]=[C:7]([F:15])[CH:6]=1)[CH3:17]. The yield is 0.616. (7) The reactants are Br[C:2]1[CH:3]=[N:4][CH:5]=[C:6]([CH:19]=1)[C:7]([N:9]=[S@@:10]([CH3:18])(=[O:17])[C:11]1[CH:16]=[CH:15][CH:14]=[CH:13][CH:12]=1)=[O:8].[Cl:20][C:21]1[CH:26]=[CH:25][C:24]([C:27]#[CH:28])=[CH:23][CH:22]=1. No catalyst specified. The product is [Cl:20][C:21]1[CH:26]=[CH:25][C:24]([C:27]#[C:28][C:2]2[CH:3]=[N:4][CH:5]=[C:6]([CH:19]=2)[C:7]([N:9]=[S@@:10]([CH3:18])(=[O:17])[C:11]2[CH:16]=[CH:15][CH:14]=[CH:13][CH:12]=2)=[O:8])=[CH:23][CH:22]=1. The yield is 0.490.